This data is from Reaction yield outcomes from USPTO patents with 853,638 reactions. The task is: Predict the reaction yield, written as a fraction of the theoretical maximum amount of product (1.0 means a 100% yield; for example, 0.34 means a 34% yield). (1) The reactants are Cl.[CH3:2][NH:3][CH2:4][C:5]1[CH:13]=[CH:12][CH:11]=[C:10]2[C:6]=1[CH2:7][N:8]([CH:15]1[CH2:20][CH2:19][C:18](=[O:21])[NH:17][C:16]1=[O:22])[C:9]2=[O:14].[F:23][C:24]([F:35])([F:34])[C:25]1[CH:30]=[CH:29][CH:28]=[C:27]([N:31]=[C:32]=[O:33])[CH:26]=1.C(N(C(C)C)CC)(C)C. The catalyst is C(Cl)Cl. The product is [O:22]=[C:16]1[CH:15]([N:8]2[CH2:7][C:6]3[C:10](=[CH:11][CH:12]=[CH:13][C:5]=3[CH2:4][N:3]([CH3:2])[C:32]([NH:31][C:27]3[CH:28]=[CH:29][CH:30]=[C:25]([C:24]([F:34])([F:35])[F:23])[CH:26]=3)=[O:33])[C:9]2=[O:14])[CH2:20][CH2:19][C:18](=[O:21])[NH:17]1. The yield is 0.660. (2) The reactants are [Cl:1][C:2]1[CH:17]=[CH:16][C:15]([Cl:18])=[CH:14][C:3]=1[O:4][C:5]1[N:13]=[CH:12][CH:11]=[CH:10][C:6]=1[C:7]([OH:9])=O.Cl.[Cl:20][C:21]1[CH:30]=[C:29]2[C:24]([CH2:25][CH2:26][CH2:27][NH:28]2)=[CH:23][CH:22]=1.C(N(CC)CC)C.CN(C(ON1N=NC2C=CC=NC1=2)=[N+](C)C)C.F[P-](F)(F)(F)(F)F. The catalyst is CN(C=O)C. The product is [Cl:20][C:21]1[CH:30]=[C:29]2[C:24]([CH2:25][CH2:26][CH2:27][N:28]2[C:7]([C:6]2[C:5]([O:4][C:3]3[CH:14]=[C:15]([Cl:18])[CH:16]=[CH:17][C:2]=3[Cl:1])=[N:13][CH:12]=[CH:11][CH:10]=2)=[O:9])=[CH:23][CH:22]=1. The yield is 0.100. (3) The reactants are Cl[C:2]1[C:3]2[CH:20]=[CH:19][N:18]([CH2:21][CH2:22][S:23]([CH3:26])(=[O:25])=[O:24])[C:4]=2[N:5]=[C:6]([S:8]([C:11]2[CH:16]=[CH:15][C:14]([F:17])=[CH:13][CH:12]=2)(=[O:10])=[O:9])[N:7]=1.[NH2:27][C:28]1[CH:32]=[CH:31][NH:30][N:29]=1.[I-].[Na+].CCN(C(C)C)C(C)C. The catalyst is CN(C=O)C. The product is [F:17][C:14]1[CH:15]=[CH:16][C:11]([S:8]([C:6]2[N:7]=[C:2]([NH:27][C:28]3[CH:32]=[CH:31][NH:30][N:29]=3)[C:3]3[CH:20]=[CH:19][N:18]([CH2:21][CH2:22][S:23]([CH3:26])(=[O:25])=[O:24])[C:4]=3[N:5]=2)(=[O:10])=[O:9])=[CH:12][CH:13]=1. The yield is 0.0700. (4) The reactants are [CH2:1]([O:3][C:4]1[CH:5]=[C:6]([CH:12]([NH2:18])[CH2:13][S:14]([CH3:17])(=[O:16])=[O:15])[CH:7]=[CH:8][C:9]=1[O:10][CH3:11])[CH3:2].CCN.[C:22]([NH:25][C@H:26]([C:31]([OH:33])=[O:32])[CH2:27][CH:28]([CH3:30])[CH3:29])(=[O:24])[CH3:23]. The catalyst is CO. The product is [C:22]([NH:25][C@H:26]([C:31]([OH:33])=[O:32])[CH2:27][CH:28]([CH3:29])[CH3:30])(=[O:24])[CH3:23].[CH2:1]([O:3][C:4]1[CH:5]=[C:6]([C@H:12]([NH2:18])[CH2:13][S:14]([CH3:17])(=[O:16])=[O:15])[CH:7]=[CH:8][C:9]=1[O:10][CH3:11])[CH3:2]. The yield is 0.900. (5) The reactants are [C:1]([C:3]1[CH:8]=[CH:7][C:6]([CH2:9][C:10]([OH:12])=[O:11])=[CH:5][CH:4]=1)#[N:2]. The catalyst is O.N.[Ni]. The product is [NH2:2][CH2:1][C:3]1[CH:8]=[CH:7][C:6]([CH2:9][C:10]([OH:12])=[O:11])=[CH:5][CH:4]=1. The yield is 1.00. (6) The reactants are [OH:1][C:2]1[C:6]([C:7]([O:9][CH2:10][CH3:11])=[O:8])=[CH:5][N:4]([C:12]2[CH:17]=[CH:16][CH:15]=[CH:14][CH:13]=2)[N:3]=1.Cl[CH2:19][C:20]1[CH:39]=[CH:38][C:23]([O:24][CH2:25][C:26]2[N:27]=[C:28]([C:32]3[CH:37]=[CH:36][CH:35]=[CH:34][CH:33]=3)[O:29][C:30]=2[CH3:31])=[C:22]([O:40][CH3:41])[CH:21]=1.C(=O)([O-])[O-].[K+].[K+].Cl. The catalyst is CN(C)C=O. The product is [CH3:41][O:40][C:22]1[CH:21]=[C:20]([CH:39]=[CH:38][C:23]=1[O:24][CH2:25][C:26]1[N:27]=[C:28]([C:32]2[CH:37]=[CH:36][CH:35]=[CH:34][CH:33]=2)[O:29][C:30]=1[CH3:31])[CH2:19][O:1][C:2]1[C:6]([C:7]([O:9][CH2:10][CH3:11])=[O:8])=[CH:5][N:4]([C:12]2[CH:17]=[CH:16][CH:15]=[CH:14][CH:13]=2)[N:3]=1. The yield is 0.950.